This data is from NCI-60 drug combinations with 297,098 pairs across 59 cell lines. The task is: Regression. Given two drug SMILES strings and cell line genomic features, predict the synergy score measuring deviation from expected non-interaction effect. (1) Drug 1: CC(C)CN1C=NC2=C1C3=CC=CC=C3N=C2N. Drug 2: COCCOC1=C(C=C2C(=C1)C(=NC=N2)NC3=CC=CC(=C3)C#C)OCCOC.Cl. Cell line: CAKI-1. Synergy scores: CSS=22.1, Synergy_ZIP=-0.352, Synergy_Bliss=4.91, Synergy_Loewe=4.93, Synergy_HSA=5.74. (2) Drug 1: COC1=CC(=CC(=C1O)OC)C2C3C(COC3=O)C(C4=CC5=C(C=C24)OCO5)OC6C(C(C7C(O6)COC(O7)C8=CC=CS8)O)O. Drug 2: C(CC(=O)O)C(=O)CN.Cl. Cell line: BT-549. Synergy scores: CSS=32.4, Synergy_ZIP=-6.96, Synergy_Bliss=-4.51, Synergy_Loewe=-17.7, Synergy_HSA=-2.65. (3) Drug 1: CC12CCC3C(C1CCC2=O)CC(=C)C4=CC(=O)C=CC34C. Drug 2: C1=NC2=C(N1)C(=S)N=C(N2)N. Cell line: NCIH23. Synergy scores: CSS=42.4, Synergy_ZIP=-5.15, Synergy_Bliss=-6.17, Synergy_Loewe=-4.99, Synergy_HSA=-2.27. (4) Drug 1: CC1=C2C(C(=O)C3(C(CC4C(C3C(C(C2(C)C)(CC1OC(=O)C(C(C5=CC=CC=C5)NC(=O)OC(C)(C)C)O)O)OC(=O)C6=CC=CC=C6)(CO4)OC(=O)C)O)C)O. Drug 2: C1=CN(C=N1)CC(O)(P(=O)(O)O)P(=O)(O)O. Cell line: HCT-15. Synergy scores: CSS=0.436, Synergy_ZIP=-3.17, Synergy_Bliss=-6.06, Synergy_Loewe=-67.2, Synergy_HSA=-4.39. (5) Drug 1: CCC1(CC2CC(C3=C(CCN(C2)C1)C4=CC=CC=C4N3)(C5=C(C=C6C(=C5)C78CCN9C7C(C=CC9)(C(C(C8N6C=O)(C(=O)OC)O)OC(=O)C)CC)OC)C(=O)OC)O.OS(=O)(=O)O. Drug 2: CS(=O)(=O)OCCCCOS(=O)(=O)C. Cell line: UACC62. Synergy scores: CSS=10.7, Synergy_ZIP=-1.26, Synergy_Bliss=3.00, Synergy_Loewe=0.284, Synergy_HSA=1.90. (6) Drug 1: C1CN(P(=O)(OC1)NCCCl)CCCl. Drug 2: CC12CCC3C(C1CCC2OP(=O)(O)O)CCC4=C3C=CC(=C4)OC(=O)N(CCCl)CCCl.[Na+]. Cell line: K-562. Synergy scores: CSS=-6.43, Synergy_ZIP=-0.110, Synergy_Bliss=-3.48, Synergy_Loewe=-15.0, Synergy_HSA=-9.51.